Predict the reactants needed to synthesize the given product. From a dataset of Full USPTO retrosynthesis dataset with 1.9M reactions from patents (1976-2016). (1) Given the product [OH:10][C:9]1[C:4]2[N:5]([C:23]([CH3:24])=[C:2]([CH3:1])[N:3]=2)[CH:6]=[C:7]([N:16]2[CH2:21][CH2:20][CH2:19][CH2:18][C:17]2=[O:22])[CH:8]=1, predict the reactants needed to synthesize it. The reactants are: [CH3:1][C:2]1[N:3]=[C:4]2[C:9]([O:10]CC=C(C)C)=[CH:8][C:7]([N:16]3[CH:21]=[CH:20][CH:19]=[CH:18][C:17]3=[O:22])=[CH:6][N:5]2[C:23]=1[CH3:24]. (2) Given the product [NH2:29][C:32]1[CH:33]=[N:34][N:35]([CH:16]2[CH2:21][CH2:20][N:19]([C:22]([O:24][C:25]([CH3:28])([CH3:27])[CH3:26])=[O:23])[CH2:18][CH2:17]2)[CH:36]=1, predict the reactants needed to synthesize it. The reactants are: N(C(OC(C)C)=O)=NC(OC(C)C)=O.O[CH:16]1[CH2:21][CH2:20][N:19]([C:22]([O:24][C:25]([CH3:28])([CH3:27])[CH3:26])=[O:23])[CH2:18][CH2:17]1.[N+:29]([C:32]1[CH:33]=[N:34][NH:35][CH:36]=1)([O-])=O.C1C=CC(P(C2C=CC=CC=2)C2C=CC=CC=2)=CC=1.